From a dataset of Catalyst prediction with 721,799 reactions and 888 catalyst types from USPTO. Predict which catalyst facilitates the given reaction. (1) Reactant: [Cl-].[CH3:2][N+:3]([CH2:22][C:23]1[CH:28]=[CH:27][CH:26]=[CH:25][CH:24]=1)([CH3:21])[CH2:4][CH2:5][CH2:6][NH:7][C:8](=[O:20])[CH2:9][CH2:10][CH2:11][CH2:12][CH2:13][CH2:14][CH2:15][CH2:16][CH2:17][CH2:18][CH3:19].[C:29]1([B-:35]([C:48]2[CH:53]=[CH:52][CH:51]=[CH:50][CH:49]=2)([C:42]2[CH:47]=[CH:46][CH:45]=[CH:44][CH:43]=2)[C:36]2[CH:41]=[CH:40][CH:39]=[CH:38][CH:37]=2)[CH:34]=[CH:33][CH:32]=[CH:31][CH:30]=1.[Na+]. Product: [C:48]1([B-:35]([C:29]2[CH:30]=[CH:31][CH:32]=[CH:33][CH:34]=2)([C:36]2[CH:37]=[CH:38][CH:39]=[CH:40][CH:41]=2)[C:42]2[CH:47]=[CH:46][CH:45]=[CH:44][CH:43]=2)[CH:49]=[CH:50][CH:51]=[CH:52][CH:53]=1.[CH3:2][N+:3]([CH2:22][C:23]1[CH:24]=[CH:25][CH:26]=[CH:27][CH:28]=1)([CH3:21])[CH2:4][CH2:5][CH2:6][NH:7][C:8](=[O:20])[CH2:9][CH2:10][CH2:11][CH2:12][CH2:13][CH2:14][CH2:15][CH2:16][CH2:17][CH2:18][CH3:19]. The catalyst class is: 232. (2) Reactant: [CH3:1][O:2][CH2:3][C@H:4]([CH3:32])[O:5][C:6]1[CH:7]=[C:8](B2OC(C)(C)C(C)(C)O2)[CH:9]=[C:10]([O:12][C:13]2[CH:18]=[CH:17][C:16]([S:19]([CH3:22])(=[O:21])=[O:20])=[CH:15][CH:14]=2)[CH:11]=1.Br[C:34]1[N:35]([C:44]([O:46][C:47]([CH3:50])([CH3:49])[CH3:48])=[O:45])[C:36]([C:39]2[S:40][CH:41]=[CH:42][N:43]=2)=[CH:37][CH:38]=1.C(=O)([O-])[O-].[K+].[K+]. Product: [CH3:1][O:2][CH2:3][C@H:4]([CH3:32])[O:5][C:6]1[CH:7]=[C:8]([C:34]2[N:35]([C:44]([O:46][C:47]([CH3:50])([CH3:49])[CH3:48])=[O:45])[C:36]([C:39]3[S:40][CH:41]=[CH:42][N:43]=3)=[CH:37][CH:38]=2)[CH:9]=[C:10]([O:12][C:13]2[CH:14]=[CH:15][C:16]([S:19]([CH3:22])(=[O:21])=[O:20])=[CH:17][CH:18]=2)[CH:11]=1. The catalyst class is: 38. (3) Reactant: Br[C:2]1[CH:3]=[CH:4][C:5]([CH:8]=[O:9])=[N:6][CH:7]=1.[F:10][C:11]1[C:12](B(O)O)=[CH:13][C:14]([O:17][CH3:18])=[N:15][CH:16]=1.COC1C=CC=C(OC)C=1C1C=CC=CC=1P(C1CCCCC1)C1CCCCC1.[O-]P([O-])([O-])=O.[K+].[K+].[K+]. Product: [F:10][C:11]1[C:12]([C:2]2[CH:7]=[N:6][C:5]([CH:8]=[O:9])=[CH:4][CH:3]=2)=[CH:13][C:14]([O:17][CH3:18])=[N:15][CH:16]=1. The catalyst class is: 1. (4) Reactant: C(=O)([O-])[O-].[Cs+].[Cs+].C1C=CC(P(C2C=CC3C(=CC=CC=3)C=2C2C3C(=CC=CC=3)C=CC=2P(C2C=CC=CC=2)C2C=CC=CC=2)C2C=CC=CC=2)=CC=1.[F:53][C:54]1[CH:61]=[CH:60][C:57]([CH2:58][OH:59])=[CH:56][CH:55]=1.[CH2:62]([C:69]1[C:73]2[C:74]([Cl:78])=[N:75][CH:76]=[CH:77][C:72]=2[NH:71][C:70]=1[CH3:79])[C:63]1[CH:68]=[CH:67][CH:66]=[CH:65][CH:64]=1. Product: [ClH:78].[CH2:62]([C:69]1[C:73]2[C:74]([O:59][CH2:58][C:57]3[CH:60]=[CH:61][C:54]([F:53])=[CH:55][CH:56]=3)=[N:75][CH:76]=[CH:77][C:72]=2[NH:71][C:70]=1[CH3:79])[C:63]1[CH:64]=[CH:65][CH:66]=[CH:67][CH:68]=1. The catalyst class is: 101. (5) Reactant: [OH-].[K+].[CH3:3][O:4][C:5](=[O:11])[C:6]([CH3:10])([CH3:9])[CH2:7][OH:8].[CH3:12]I. Product: [CH3:3][O:4][C:5](=[O:11])[C:6]([CH3:10])([CH3:9])[CH2:7][O:8][CH3:12]. The catalyst class is: 16. (6) Reactant: [CH3:1][O:2][C:3]1[CH:4]=[C:5]([NH:15][C:16]2[NH:20][C:19]([NH2:21])=[N:18][N:17]=2)[CH:6]=[CH:7][C:8]=1[N:9]1[CH:13]=[C:12]([CH3:14])[N:11]=[CH:10]1.C[N:23](C)/[CH:24]=[C:25](/[C:28](=O)[C:29]1[CH:34]=[CH:33][CH:32]=[CH:31][C:30]=1[O:35][CH3:36])\[C:26]#N. Product: [CH3:1][O:2][C:3]1[CH:4]=[C:5]([NH:15][C:16]2[N:20]=[C:19]3[N:21]=[CH:26][C:25]([C:24]#[N:23])=[C:28]([C:29]4[CH:34]=[CH:33][CH:32]=[CH:31][C:30]=4[O:35][CH3:36])[N:18]3[N:17]=2)[CH:6]=[CH:7][C:8]=1[N:9]1[CH:13]=[C:12]([CH3:14])[N:11]=[CH:10]1. The catalyst class is: 15.